Dataset: Reaction yield outcomes from USPTO patents with 853,638 reactions. Task: Predict the reaction yield, written as a fraction of the theoretical maximum amount of product (1.0 means a 100% yield; for example, 0.34 means a 34% yield). (1) The reactants are [CH3:1][N:2]1[C:6]2[CH:7]=[CH:8][CH:9]=[CH:10][C:5]=2[N:4]=[C:3]1[CH2:11][N:12]([CH:28]1[C:37]2[N:36]=[CH:35][CH:34]=[CH:33][C:32]=2[CH2:31][CH2:30][CH2:29]1)[CH2:13][CH2:14][CH2:15][CH2:16][N:17]1C(=O)C2C(=CC=CC=2)C1=O.O.NN. The catalyst is C(O)C. The product is [CH3:1][N:2]1[C:6]2[CH:7]=[CH:8][CH:9]=[CH:10][C:5]=2[N:4]=[C:3]1[CH2:11][N:12]([CH:28]1[C:37]2[N:36]=[CH:35][CH:34]=[CH:33][C:32]=2[CH2:31][CH2:30][CH2:29]1)[CH2:13][CH2:14][CH2:15][CH2:16][NH2:17]. The yield is 0.320. (2) The reactants are [F:1][C:2]1[CH:3]=[CH:4][CH:5]=[C:6]2[C:11]=1[NH:10][C:9](=[O:12])[CH2:8][CH2:7]2.[N+:13]([O-])([OH:15])=[O:14]. The catalyst is S(=O)(=O)(O)O. The product is [F:1][C:2]1[CH:3]=[C:4]([N+:13]([O-:15])=[O:14])[CH:5]=[C:6]2[C:11]=1[NH:10][C:9](=[O:12])[CH2:8][CH2:7]2. The yield is 0.750. (3) The reactants are O1CCCCC1[O:7][NH:8][C:9](=[O:24])[CH:10]([CH2:15][C:16]1[CH:21]=[CH:20][C:19]([F:22])=[C:18]([CH3:23])[CH:17]=1)[CH2:11][CH2:12][CH2:13][CH3:14].FC(F)(F)C(O)=O. The catalyst is ClCCl. The product is [OH:7][NH:8][C:9](=[O:24])[CH:10]([CH2:15][C:16]1[CH:21]=[CH:20][C:19]([F:22])=[C:18]([CH3:23])[CH:17]=1)[CH2:11][CH2:12][CH2:13][CH3:14]. The yield is 0.220. (4) The reactants are [CH:1]1([C:4]2[NH:13][C:7]3=[N+:8]([O-])[CH:9]=[CH:10][CH:11]=[C:6]3[CH:5]=2)[CH2:3][CH2:2]1.CS([Cl:18])(=O)=O.O.[OH-].[Na+]. The catalyst is CN(C)C=O. The product is [Cl:18][C:11]1[CH:10]=[CH:9][N:8]=[C:7]2[NH:13][C:4]([CH:1]3[CH2:3][CH2:2]3)=[CH:5][C:6]=12. The yield is 0.740. (5) The yield is 0.350. No catalyst specified. The product is [Cl:8][C:9]1[CH:10]=[C:11]([C:16]2[O:20][C:19]([CH2:21][CH2:22][NH:23][C:24]([C:26]3[NH:30][N:29]=[C:28]([C:31]([N:5]4[CH2:6][CH2:7][N:2]([CH3:1])[CH2:3][CH2:4]4)=[O:32])[CH:27]=3)=[O:25])=[CH:18][CH:17]=2)[CH:12]=[CH:13][C:14]=1[Cl:15]. The reactants are [CH3:1][N:2]1[CH2:7][CH2:6][NH:5][CH2:4][CH2:3]1.[Cl:8][C:9]1[CH:10]=[C:11]([C:16]2[O:20][C:19]([CH2:21][CH2:22][NH:23][C:24]([C:26]3[NH:30][N:29]=[C:28]([C:31](O)=[O:32])[CH:27]=3)=[O:25])=[CH:18][CH:17]=2)[CH:12]=[CH:13][C:14]=1[Cl:15]. (6) The reactants are [CH2:1]([O:8][C:9]([N:11]1[CH2:16][CH2:15][CH:14]([CH:17]2[C:25]3[C:20](=[CH:21][CH:22]=[CH:23][CH:24]=3)[NH:19][CH2:18]2)[CH2:13][CH2:12]1)=[O:10])[C:2]1[CH:7]=[CH:6][CH:5]=[CH:4][CH:3]=1.C(N(CC)CC)C.[CH3:33][S:34](Cl)(=[O:36])=[O:35].C(OCC)(=O)C. The catalyst is ClCCl. The product is [CH2:1]([O:8][C:9]([N:11]1[CH2:16][CH2:15][CH:14]([CH:17]2[C:25]3[C:20](=[CH:21][CH:22]=[CH:23][CH:24]=3)[N:19]([S:34]([CH3:33])(=[O:36])=[O:35])[CH2:18]2)[CH2:13][CH2:12]1)=[O:10])[C:2]1[CH:7]=[CH:6][CH:5]=[CH:4][CH:3]=1. The yield is 0.760.